From a dataset of NCI-60 drug combinations with 297,098 pairs across 59 cell lines. Regression. Given two drug SMILES strings and cell line genomic features, predict the synergy score measuring deviation from expected non-interaction effect. (1) Drug 1: COC1=CC(=CC(=C1O)OC)C2C3C(COC3=O)C(C4=CC5=C(C=C24)OCO5)OC6C(C(C7C(O6)COC(O7)C8=CC=CS8)O)O. Drug 2: C1CC(C1)(C(=O)O)C(=O)O.[NH2-].[NH2-].[Pt+2]. Cell line: SF-295. Synergy scores: CSS=59.6, Synergy_ZIP=-1.96, Synergy_Bliss=-1.44, Synergy_Loewe=-17.3, Synergy_HSA=3.56. (2) Drug 2: C1CC(C1)(C(=O)O)C(=O)O.[NH2-].[NH2-].[Pt+2]. Cell line: SW-620. Synergy scores: CSS=30.4, Synergy_ZIP=-3.66, Synergy_Bliss=-0.567, Synergy_Loewe=-1.24, Synergy_HSA=0.894. Drug 1: C1CC2CC3=C(CC1C24CN(S(=O)(=O)N4)CC(F)(F)F)C=CC(=C3)C=CCN5CCC(CC5)C(F)(F)F. (3) Drug 1: CCC1=CC2CC(C3=C(CN(C2)C1)C4=CC=CC=C4N3)(C5=C(C=C6C(=C5)C78CCN9C7C(C=CC9)(C(C(C8N6C)(C(=O)OC)O)OC(=O)C)CC)OC)C(=O)OC.C(C(C(=O)O)O)(C(=O)O)O. Drug 2: CCN(CC)CCNC(=O)C1=C(NC(=C1C)C=C2C3=C(C=CC(=C3)F)NC2=O)C. Cell line: MCF7. Synergy scores: CSS=22.5, Synergy_ZIP=0.825, Synergy_Bliss=1.34, Synergy_Loewe=-15.0, Synergy_HSA=1.32. (4) Drug 1: C1CN1C2=NC(=NC(=N2)N3CC3)N4CC4. Drug 2: COCCOC1=C(C=C2C(=C1)C(=NC=N2)NC3=CC=CC(=C3)C#C)OCCOC.Cl. Cell line: SK-MEL-5. Synergy scores: CSS=43.2, Synergy_ZIP=-1.96, Synergy_Bliss=-2.40, Synergy_Loewe=2.52, Synergy_HSA=0.428. (5) Drug 1: C1CCC(C1)C(CC#N)N2C=C(C=N2)C3=C4C=CNC4=NC=N3. Drug 2: C1=CC(=C2C(=C1NCCNCCO)C(=O)C3=C(C=CC(=C3C2=O)O)O)NCCNCCO. Cell line: SK-MEL-5. Synergy scores: CSS=17.6, Synergy_ZIP=13.0, Synergy_Bliss=10.6, Synergy_Loewe=-35.2, Synergy_HSA=-3.97. (6) Drug 1: C1=CC(=C2C(=C1NCCNCCO)C(=O)C3=C(C=CC(=C3C2=O)O)O)NCCNCCO. Drug 2: COC1=CC(=CC(=C1O)OC)C2C3C(COC3=O)C(C4=CC5=C(C=C24)OCO5)OC6C(C(C7C(O6)COC(O7)C8=CC=CS8)O)O. Cell line: A549. Synergy scores: CSS=57.5, Synergy_ZIP=-4.50, Synergy_Bliss=-5.73, Synergy_Loewe=-0.448, Synergy_HSA=1.72. (7) Drug 1: CN(C)N=NC1=C(NC=N1)C(=O)N. Drug 2: CC1C(C(CC(O1)OC2CC(OC(C2O)C)OC3=CC4=CC5=C(C(=O)C(C(C5)C(C(=O)C(C(C)O)O)OC)OC6CC(C(C(O6)C)O)OC7CC(C(C(O7)C)O)OC8CC(C(C(O8)C)O)(C)O)C(=C4C(=C3C)O)O)O)O. Cell line: UACC-257. Synergy scores: CSS=-9.06, Synergy_ZIP=3.14, Synergy_Bliss=-5.11, Synergy_Loewe=-11.5, Synergy_HSA=-10.9. (8) Drug 1: CN(C)N=NC1=C(NC=N1)C(=O)N. Drug 2: CC1=C(C(=CC=C1)Cl)NC(=O)C2=CN=C(S2)NC3=CC(=NC(=N3)C)N4CCN(CC4)CCO. Cell line: NCI-H322M. Synergy scores: CSS=14.1, Synergy_ZIP=-4.99, Synergy_Bliss=0.961, Synergy_Loewe=-16.2, Synergy_HSA=0.212. (9) Drug 1: CS(=O)(=O)C1=CC(=C(C=C1)C(=O)NC2=CC(=C(C=C2)Cl)C3=CC=CC=N3)Cl. Drug 2: C1=CC(=C2C(=C1NCCNCCO)C(=O)C3=C(C=CC(=C3C2=O)O)O)NCCNCCO. Cell line: HCT116. Synergy scores: CSS=58.8, Synergy_ZIP=8.96, Synergy_Bliss=5.78, Synergy_Loewe=-26.9, Synergy_HSA=6.04. (10) Drug 1: CC1=C(C=C(C=C1)C(=O)NC2=CC(=CC(=C2)C(F)(F)F)N3C=C(N=C3)C)NC4=NC=CC(=N4)C5=CN=CC=C5. Drug 2: CC1=C2C(C(=O)C3(C(CC4C(C3C(C(C2(C)C)(CC1OC(=O)C(C(C5=CC=CC=C5)NC(=O)OC(C)(C)C)O)O)OC(=O)C6=CC=CC=C6)(CO4)OC(=O)C)O)C)O. Cell line: MCF7. Synergy scores: CSS=6.04, Synergy_ZIP=1.73, Synergy_Bliss=4.98, Synergy_Loewe=-1.15, Synergy_HSA=-1.85.